Dataset: hERG potassium channel inhibition data for cardiac toxicity prediction from Karim et al.. Task: Regression/Classification. Given a drug SMILES string, predict its toxicity properties. Task type varies by dataset: regression for continuous values (e.g., LD50, hERG inhibition percentage) or binary classification for toxic/non-toxic outcomes (e.g., AMES mutagenicity, cardiotoxicity, hepatotoxicity). Dataset: herg_karim. (1) The drug is CC(C)C[C@H](NC(=O)[C@@H](NC(=O)c1cccc(-c2ccccc2)n1)[C@@H](C)O)B(O)O. The result is 0 (non-blocker). (2) The drug is O=c1ccc2ncc(F)c3c2n1CC3(O)CC12CCC(NCc3ccc4c(n3)OCCO4)(CC1)CO2. The result is 0 (non-blocker). (3) The molecule is CC1CCCN1CCN1CCc2cc(-c3ccc(C#N)cc3)ccc2C1=O. The result is 1 (blocker). (4) The compound is CC1N=C(c2ccc(=O)n(C(F)F)c2)NC1(c1ccc(F)cc1)c1ccc(F)nc1. The result is 0 (non-blocker). (5) The drug is COC(=O)Cc1ccc(CNC(=O)[C@@H]2CSCN2C(=O)CC([NH3+])Cc2ccccc2F)cc1. The result is 1 (blocker). (6) The drug is C[C@H]1[C@H](/C=C/c2ccc(-c3ccccc3C#N)cn2)[C@@H]2[C@@H](C)OC(=O)[C@]2(C(N)=O)CC1(F)F. The result is 0 (non-blocker). (7) The molecule is CC[C@@H](C)[C@H](C(=O)O)N1C[C@H](CN2CCC(c3cc(Cc4ccc(OC(C)(C)C)cc4)nn3CC)CC2)[C@@H](c2cccc(F)c2)C1. The result is 1 (blocker). (8) The molecule is CCCCC(NC(=O)CC1CCN(Cc2ccn(-c3ccc(C(F)(F)F)cc3)c2)CC1)c1ccc(OC)nc1. The result is 1 (blocker). (9) The drug is COc1cc(Nc2cc(-c3cccc(C#N)c3)ccn2)ccc1N1CCN(C)CC1. The result is 1 (blocker). (10) The compound is CC(C)c1cc(C(=O)N2Cc3ccc(CN4CCN(C)CC4)cc3C2)c(O)cc1O. The result is 0 (non-blocker).